The task is: Predict the product of the given reaction.. This data is from Forward reaction prediction with 1.9M reactions from USPTO patents (1976-2016). (1) Given the reactants [Br:1][C:2]1[CH:3]=[C:4](O)[CH:5]=[C:6]([O:8][CH3:9])[CH:7]=1.[CH3:11][C@@H:12]([OH:16])[CH2:13][O:14][CH3:15].C1(P(C2C=CC=CC=2)C2C=CC=CC=2)C=CC=CC=1.N(C(OCC)=O)=NC(OCC)=O, predict the reaction product. The product is: [Br:1][C:2]1[CH:3]=[C:4]([O:16][C@@H:12]([CH3:11])[CH2:13][O:14][CH3:15])[CH:5]=[C:6]([O:8][CH3:9])[CH:7]=1. (2) Given the reactants C([O:4][C@H:5]1[CH2:10][CH2:9][C@@:8]([C@H:12]2[CH2:20][CH2:19][C:18]3[C@:17]([CH3:27])([C:21]4[CH:26]=[CH:25][CH:24]=[CH:23][CH:22]=4)[C@H:16]([OH:28])[CH2:15][C:14]=3[C@@H:13]2[CH2:29][OH:30])([CH3:11])[C@@H:7]([CH2:31][OH:32])[CH2:6]1)(=O)C.C(=O)([O-])[O-].[K+].[K+], predict the reaction product. The product is: [OH:4][C@H:5]1[CH2:10][CH2:9][C@@:8]([C@H:12]2[CH2:20][CH2:19][C:18]3[C@:17]([CH3:27])([C:21]4[CH:22]=[CH:23][CH:24]=[CH:25][CH:26]=4)[C@H:16]([OH:28])[CH2:15][C:14]=3[C@@H:13]2[CH2:29][OH:30])([CH3:11])[C@@H:7]([CH2:31][OH:32])[CH2:6]1. (3) Given the reactants C1C([C@@H](O)[C@H](NC(C(Cl)Cl)=O)CO)=CC=C([N+]([O-])=O)C=1.CC1C2NC3C(C=2C(C)=NC=1N)=CC=CC=3.[O:37]=[CH:38][C@@H:39]([C@H:41]([C@@H:43]([C@@H:45]([CH2:47][OH:48])[OH:46])[OH:44])[OH:42])[OH:40].N[C@H](C(O)=O)CC1C2C(=CC=CC=2)NC=1, predict the reaction product. The product is: [O:37]=[CH:38][C@@H:39]([C@H:41]([C@@H:43]([C@@H:45]([CH2:47][OH:48])[OH:46])[OH:44])[OH:42])[OH:40]. (4) Given the reactants Cl[CH2:2][CH2:3][CH2:4][OH:5].[CH3:6][CH:7]([NH2:14])[C:8]1[CH:13]=[CH:12][CH:11]=[CH:10][CH:9]=1.O, predict the reaction product. The product is: [C:8]1([CH:7]([NH:14][CH2:2][CH2:3][CH2:4][OH:5])[CH3:6])[CH:13]=[CH:12][CH:11]=[CH:10][CH:9]=1.